From a dataset of Reaction yield outcomes from USPTO patents with 853,638 reactions. Predict the reaction yield, written as a fraction of the theoretical maximum amount of product (1.0 means a 100% yield; for example, 0.34 means a 34% yield). (1) The reactants are Br[C:2]1[CH:3]=[C:4]([NH2:10])[C:5]([O:8][CH3:9])=[N:6][CH:7]=1.[CH3:11][C:12]1[C:17](B2OC(C)(C)C(C)(C)O2)=[CH:16][CH:15]=[CH:14][C:13]=1[NH:27][C:28]([C:30]1[S:34][C:33]2[CH2:35][CH2:36][CH2:37][CH2:38][C:32]=2[CH:31]=1)=[O:29].BrC1C(=O)N(C)C=C(Br)C=1. The catalyst is COCCOC.C1C=CC([P]([Pd]([P](C2C=CC=CC=2)(C2C=CC=CC=2)C2C=CC=CC=2)([P](C2C=CC=CC=2)(C2C=CC=CC=2)C2C=CC=CC=2)[P](C2C=CC=CC=2)(C2C=CC=CC=2)C2C=CC=CC=2)(C2C=CC=CC=2)C2C=CC=CC=2)=CC=1. The product is [NH2:10][C:4]1[CH:3]=[C:2]([C:17]2[C:12]([CH3:11])=[C:13]([NH:27][C:28]([C:30]3[S:34][C:33]4[CH2:35][CH2:36][CH2:37][CH2:38][C:32]=4[CH:31]=3)=[O:29])[CH:14]=[CH:15][CH:16]=2)[CH:7]=[N:6][C:5]=1[O:8][CH3:9]. The yield is 0.650. (2) The reactants are [Br:1][C:2]1[C:3]2[N:4]([C:9](I)=[CH:10][N:11]=2)[N:5]=[C:6](Cl)[CH:7]=1.[BrH:13]. The catalyst is O. The product is [Br:13][C:6]1[CH:7]=[C:2]([Br:1])[C:3]2[N:4]([CH:9]=[CH:10][N:11]=2)[N:5]=1. The yield is 0.780. (3) The reactants are Cl[C:2]1[N:3]=[N:4][C:5]([C:8]([F:11])([F:10])[F:9])=[CH:6][CH:7]=1.[OH-].[NH4+:13]. The catalyst is C1COCC1. The product is [F:9][C:8]([F:11])([F:10])[C:5]1[N:4]=[N:3][C:2]([NH2:13])=[CH:7][CH:6]=1. The yield is 0.930. (4) The catalyst is O1CCCC1.CCOC(C)=O.C1C=CC([P]([Pd]([P](C2C=CC=CC=2)(C2C=CC=CC=2)C2C=CC=CC=2)([P](C2C=CC=CC=2)(C2C=CC=CC=2)C2C=CC=CC=2)[P](C2C=CC=CC=2)(C2C=CC=CC=2)C2C=CC=CC=2)(C2C=CC=CC=2)C2C=CC=CC=2)=CC=1. The product is [Br:8][C:6]1[CH:5]=[CH:4][N:3]=[C:2]([CH:10]2[CH2:12][CH2:11]2)[CH:7]=1. The reactants are Br[C:2]1[CH:7]=[C:6]([Br:8])[CH:5]=[CH:4][N:3]=1.[Br-].[CH:10]1([Zn+])[CH2:12][CH2:11]1.C([O-])(O)=O.[Na+]. The yield is 0.850.